Dataset: TCR-epitope binding with 47,182 pairs between 192 epitopes and 23,139 TCRs. Task: Binary Classification. Given a T-cell receptor sequence (or CDR3 region) and an epitope sequence, predict whether binding occurs between them. (1) The epitope is FLKEKGGL. The TCR CDR3 sequence is CASSLLLNTEAFF. Result: 0 (the TCR does not bind to the epitope). (2) The epitope is VLWAHGFEL. The TCR CDR3 sequence is CASSKRTGLIKLREDTQYF. Result: 1 (the TCR binds to the epitope).